This data is from Reaction yield outcomes from USPTO patents with 853,638 reactions. The task is: Predict the reaction yield, written as a fraction of the theoretical maximum amount of product (1.0 means a 100% yield; for example, 0.34 means a 34% yield). (1) The yield is 0.410. No catalyst specified. The reactants are [F:1][C:2]1[CH:7]=[CH:6][C:5]([NH:8][C:9](=[O:17])[C:10]2[CH:15]=[CH:14][C:13]([F:16])=[CH:12][N:11]=2)=[CH:4][C:3]=1[C:18]12[CH2:26][O:25][CH2:24][CH:23]1[CH2:22][S:21][C:20]([NH:27][C:28](=[O:34])[O:29][C:30]([CH3:33])([CH3:32])[CH3:31])=[N:19]2.CO.C(=O)=O. The product is [F:1][C:2]1[CH:7]=[CH:6][C:5]([NH:8][C:9](=[O:17])[C:10]2[CH:15]=[CH:14][C:13]([F:16])=[CH:12][N:11]=2)=[CH:4][C:3]=1[C@:18]12[CH2:26][O:25][CH2:24][C@H:23]1[CH2:22][S:21][C:20]([NH:27][C:28](=[O:34])[O:29][C:30]([CH3:32])([CH3:31])[CH3:33])=[N:19]2. (2) The reactants are C([Cl:4])(=O)C.[F:5][CH:6]([C:21]1[CH:26]=[CH:25][C:24]([F:27])=[CH:23][CH:22]=1)[CH2:7][N:8]1[CH2:13][CH2:12][N:11](C(OC(C)(C)C)=O)[CH2:10][CH2:9]1. No catalyst specified. The product is [ClH:4].[ClH:4].[F:5][CH:6]([C:21]1[CH:26]=[CH:25][C:24]([F:27])=[CH:23][CH:22]=1)[CH2:7][N:8]1[CH2:13][CH2:12][NH:11][CH2:10][CH2:9]1. The yield is 0.810. (3) The reactants are [N:1]1([CH2:7][CH2:8][O:9][C:10]2[CH:41]=[CH:40][C:13]([O:14][C:15]3[C:24]([C:25]4[CH:30]=[CH:29][C:28]([S:31]([CH2:34][C:35]([F:38])([F:37])[F:36])(=[O:33])=[O:32])=[CH:27][CH:26]=4)=[CH:23][CH:22]=[C:21]4[C:16]=3[CH:17]=[CH:18][C:19]([OH:39])=[CH:20]4)=[CH:12][CH:11]=2)[CH2:6][CH2:5][CH2:4][CH2:3][CH2:2]1.[ClH:42].C(OCC)C. The catalyst is ClCCl. The product is [ClH:42].[N:1]1([CH2:7][CH2:8][O:9][C:10]2[CH:41]=[CH:40][C:13]([O:14][C:15]3[C:24]([C:25]4[CH:30]=[CH:29][C:28]([S:31]([CH2:34][C:35]([F:36])([F:37])[F:38])(=[O:32])=[O:33])=[CH:27][CH:26]=4)=[CH:23][CH:22]=[C:21]4[C:16]=3[CH:17]=[CH:18][C:19]([OH:39])=[CH:20]4)=[CH:12][CH:11]=2)[CH2:6][CH2:5][CH2:4][CH2:3][CH2:2]1. The yield is 0.970. (4) The reactants are [O:1]=[C:2]([CH:4]=[C:5]([CH3:7])[CH3:6])[CH3:3].[C:8](=O)([O-])[O-].[K+].[K+].[CH:14]([C:16](C)=O)=[CH2:15]. The catalyst is [Cl-].C([N+](CC)(CC)CC)C1C=CC=CC=1. The product is [CH3:6][C:5]1[CH2:7][CH2:8][C:3](=[C:14]([CH3:16])[CH3:15])[C:2](=[O:1])[CH:4]=1. The yield is 0.620. (5) The reactants are [CH3:1][C:2]1[O:3][C:4]([C:9]2[CH:14]=[CH:13][CH:12]=[CH:11][CH:10]=2)=[CH:5][C:6]=1[CH:7]=[O:8].[CH:15]1([Mg]Br)[CH2:19][CH2:18][CH2:17][CH2:16]1.O1CCCC1.Cl.O. The catalyst is O1CCCC1. The product is [CH:15]1([CH:7]([C:6]2[CH:5]=[C:4]([C:9]3[CH:14]=[CH:13][CH:12]=[CH:11][CH:10]=3)[O:3][C:2]=2[CH3:1])[OH:8])[CH2:19][CH2:18][CH2:17][CH2:16]1. The yield is 0.500. (6) The reactants are [C:1]([O:5][C:6](=[O:29])[NH:7][CH2:8][CH2:9][CH2:10][C:11]1([C:23]2[CH:28]=[CH:27][CH:26]=[CH:25][CH:24]=2)[NH:15][N:14]=[C:13]([C:16]2[CH:21]=[CH:20][CH:19]=[C:18]([F:22])[CH:17]=2)[S:12]1)([CH3:4])([CH3:3])[CH3:2].C(N(CC)CC)C.[C:37](Cl)(=[O:41])[CH:38]([CH3:40])[CH3:39]. The catalyst is C(Cl)Cl. The product is [C:1]([O:5][C:6](=[O:29])[NH:7][CH2:8][CH2:9][CH2:10][C:11]1([C:23]2[CH:24]=[CH:25][CH:26]=[CH:27][CH:28]=2)[N:15]([C:37](=[O:41])[CH:38]([CH3:40])[CH3:39])[N:14]=[C:13]([C:16]2[CH:21]=[CH:20][CH:19]=[C:18]([F:22])[CH:17]=2)[S:12]1)([CH3:4])([CH3:2])[CH3:3]. The yield is 0.750. (7) The reactants are [Cl:1][C:2]1[CH:7]=[CH:6][C:5]([S:8]([CH:11]([C:21]2[CH:26]=[C:25]([F:27])[CH:24]=[CH:23][C:22]=2[F:28])[C:12]2[N:17]=[CH:16][C:15]([C:18](O)=[O:19])=[CH:14][CH:13]=2)(=[O:10])=[O:9])=[CH:4][CH:3]=1.C(N(CC)CC)C.Cl.C(N=C=NCCCN(C)C)C.[NH2:48][CH2:49][CH:50]1[CH2:55][CH2:54][CH2:53][CH2:52][CH2:51]1. The catalyst is CN(C)C1C=CN=CC=1.ClCCl.CCCCCC. The product is [Cl:1][C:2]1[CH:3]=[CH:4][C:5]([S:8]([CH:11]([C:21]2[CH:26]=[C:25]([F:27])[CH:24]=[CH:23][C:22]=2[F:28])[C:12]2[CH:13]=[CH:14][C:15]([C:18]([NH:48][CH2:49][CH:50]3[CH2:55][CH2:54][CH2:53][CH2:52][CH2:51]3)=[O:19])=[CH:16][N:17]=2)(=[O:10])=[O:9])=[CH:6][CH:7]=1. The yield is 0.590. (8) The reactants are [Cl:1][C:2]1[CH:13]=[CH:12][C:5]([CH2:6][CH:7]([C:10]#[N:11])[C:8]#[N:9])=[CH:4][CH:3]=1.[H-].[Na+].Br[CH2:17][CH2:18][F:19]. The catalyst is CN(C)C=O. The product is [Cl:1][C:2]1[CH:3]=[CH:4][C:5]([CH2:6][C:7]([CH2:17][CH2:18][F:19])([C:8]#[N:9])[C:10]#[N:11])=[CH:12][CH:13]=1. The yield is 0.220. (9) The reactants are [F:1][C:2]1[CH:7]=[CH:6][C:5]([O:8][C:9]2[CH:14]=[CH:13][C:12]([CH2:15][CH2:16][OH:17])=[CH:11][CH:10]=2)=[CH:4][CH:3]=1.[N:18]#[C:19][NH2:20].FC(F)(F)S(O)(=O)=O. The catalyst is C1COCC1. The product is [C:19](=[NH:18])([O:17][CH2:16][CH2:15][C:12]1[CH:13]=[CH:14][C:9]([O:8][C:5]2[CH:6]=[CH:7][C:2]([F:1])=[CH:3][CH:4]=2)=[CH:10][CH:11]=1)[NH2:20]. The yield is 0.327.